From a dataset of Catalyst prediction with 721,799 reactions and 888 catalyst types from USPTO. Predict which catalyst facilitates the given reaction. (1) Reactant: [OH-].[Na+].C[O:4][C:5](=[O:41])[CH2:6][C:7]1[CH:12]=[CH:11][C:10]([C:13]2[CH:18]=[CH:17][C:16]([C:19]([CH2:38][CH3:39])([C:22]3[CH:27]=[CH:26][C:25]([C:28]#[C:29][C:30]4([OH:36])[CH2:35][CH2:34][O:33][CH2:32][CH2:31]4)=[C:24]([CH3:37])[CH:23]=3)[CH2:20][CH3:21])=[CH:15][C:14]=2[CH3:40])=[CH:9][CH:8]=1. Product: [CH2:20]([C:19]([C:16]1[CH:17]=[CH:18][C:13]([C:10]2[CH:11]=[CH:12][C:7]([CH2:6][C:5]([OH:41])=[O:4])=[CH:8][CH:9]=2)=[C:14]([CH3:40])[CH:15]=1)([C:22]1[CH:27]=[CH:26][C:25]([C:28]#[C:29][C:30]2([OH:36])[CH2:31][CH2:32][O:33][CH2:34][CH2:35]2)=[C:24]([CH3:37])[CH:23]=1)[CH2:38][CH3:39])[CH3:21]. The catalyst class is: 111. (2) Product: [F:1][C:2]1[CH:3]=[CH:4][C:5]([N:8]2[C:13]3[CH:14]=[CH:15][C:16]([NH:18][S:19]([CH3:22])(=[O:20])=[O:21])=[CH:17][C:12]=3[O:11][C:10]([CH3:27])([CH3:28])[C:9]2=[O:29])=[CH:6][CH:7]=1. Reactant: [F:1][C:2]1[CH:7]=[CH:6][C:5]([N:8]2[C:13]3[CH:14]=[CH:15][C:16]([N:18](S(C)(=O)=O)[S:19]([CH3:22])(=[O:21])=[O:20])=[CH:17][C:12]=3[O:11][C:10]([CH3:28])([CH3:27])[C:9]2=[O:29])=[CH:4][CH:3]=1.[OH-].[Na+].Cl.CC(C)=O.O. The catalyst class is: 21. (3) Reactant: Cl.[CH:2]1([C:5]2[N:6]=[CH:7][C:8]([O:11][C@@H:12]3[CH2:22][N:15]4[C:16](=[O:21])[CH2:17][CH2:18][NH:19][CH2:20][C@H:14]4[CH2:13]3)=[N:9][CH:10]=2)[CH2:4][CH2:3]1.Cl[C:24]1[CH:29]=[CH:28][C:27]([C:30]([F:33])([F:32])[F:31])=[CH:26][N:25]=1.C(=O)([O-])[O-].[Na+].[Na+]. Product: [CH:2]1([C:5]2[N:6]=[CH:7][C:8]([O:11][C@@H:12]3[CH2:22][N:15]4[C:16](=[O:21])[CH2:17][CH2:18][N:19]([C:24]5[CH:29]=[CH:28][C:27]([C:30]([F:33])([F:32])[F:31])=[CH:26][N:25]=5)[CH2:20][C@H:14]4[CH2:13]3)=[N:9][CH:10]=2)[CH2:4][CH2:3]1. The catalyst class is: 148. (4) Reactant: [F:1][C:2]1[CH:11]=[C:10]2[C:5]([C:6]([OH:17])=[C:7]([C:12]([O:14]CC)=[O:13])[CH:8]=[N:9]2)=[CH:4][CH:3]=1. Product: [F:1][C:2]1[CH:11]=[C:10]2[C:5]([C:6]([OH:17])=[C:7]([C:12]([OH:14])=[O:13])[CH:8]=[N:9]2)=[CH:4][CH:3]=1. The catalyst class is: 74. (5) The catalyst class is: 11. Product: [Cl:1][C:2]1[CH:3]=[C:4]2[C:8](=[CH:9][CH:10]=1)[N:7]([C:40]#[C:41][C:42]1[CH:47]=[CH:46][C:45]([Cl:48])=[CH:44][CH:43]=1)[C:6]1[CH:11]([CH3:16])[N:12]([CH3:15])[CH2:13][CH2:14][C:5]2=1. Reactant: [Cl:1][C:2]1[CH:3]=[C:4]2[C:8](=[CH:9][CH:10]=1)[NH:7][C:6]1[CH:11]([CH3:16])[N:12]([CH3:15])[CH2:13][CH2:14][C:5]2=1.N1C2C(=CC=C3C=2N=CC=C3)C=CC=1.[O-]P([O-])([O-])=O.[K+].[K+].[K+].Br[C:40]#[C:41][C:42]1[CH:47]=[CH:46][C:45]([Cl:48])=[CH:44][CH:43]=1. (6) Product: [CH3:26][N:11]1[C:10]2=[CH:9][N:8]([CH2:7][CH2:6][CH2:5][C:4]([OH:27])=[O:3])[C:16]([C:17]3[CH:22]=[CH:21][CH:20]=[CH:19][CH:18]=3)=[C:15]2[C:14](=[O:23])[N:13]([CH3:24])[C:12]1=[O:25]. The catalyst class is: 1. Reactant: C([O:3][C:4](=[O:27])[CH2:5][CH2:6][CH2:7][N:8]1[C:16]([C:17]2[CH:22]=[CH:21][CH:20]=[CH:19][CH:18]=2)=[C:15]2[C:10]([N:11]([CH3:26])[C:12](=[O:25])[N:13]([CH3:24])[C:14]2=[O:23])=[CH:9]1)C.O.[OH-].[Li+].